Dataset: Full USPTO retrosynthesis dataset with 1.9M reactions from patents (1976-2016). Task: Predict the reactants needed to synthesize the given product. (1) Given the product [C:1]([O:5][C:6]([N:8]1[CH2:17][CH2:16][C:15]2[C:10](=[CH:11][CH:12]=[C:13]([NH:18][CH2:19][C:20]3[CH:25]=[CH:24][CH:23]=[CH:22][CH:21]=3)[CH:14]=2)[CH2:9]1)=[O:7])([CH3:4])([CH3:2])[CH3:3], predict the reactants needed to synthesize it. The reactants are: [C:1]([O:5][C:6]([N:8]1[CH2:17][CH2:16][C:15]2[C:10](=[CH:11][CH:12]=[C:13]([NH2:18])[CH:14]=2)[CH2:9]1)=[O:7])([CH3:4])([CH3:3])[CH3:2].[CH:19](=O)[C:20]1[CH:25]=[CH:24][CH:23]=[CH:22][CH:21]=1.C(O)(=O)C.C(O[BH-](OC(=O)C)OC(=O)C)(=O)C.[Na+]. (2) Given the product [Cl:1][C:2]1[CH:3]=[C:4]([NH:17][C:18]2[C:27]3[C:22](=[CH:23][CH:24]=[C:25]([NH:28][C:29](=[O:35])[CH2:30][CH2:31][NH:32][CH3:33])[CH:26]=3)[N:21]=[CH:20][N:19]=2)[CH:5]=[CH:6][C:7]=1[O:8][CH2:9][C:10]1[CH:15]=[CH:14][CH:13]=[C:12]([F:16])[CH:11]=1, predict the reactants needed to synthesize it. The reactants are: [Cl:1][C:2]1[CH:3]=[C:4]([NH:17][C:18]2[C:27]3[C:22](=[CH:23][CH:24]=[C:25]([NH:28][C:29](=[O:35])[CH2:30][CH2:31][N:32](C)[CH3:33])[CH:26]=3)[N:21]=[CH:20][N:19]=2)[CH:5]=[CH:6][C:7]=1[O:8][CH2:9][C:10]1[CH:15]=[CH:14][CH:13]=[C:12]([F:16])[CH:11]=1.CN. (3) Given the product [Cl:1][C:2]1[CH:3]=[C:4]([CH:19]=[CH:20][CH:21]=1)[C:5]([N:7]=[C:8]1[N:12]([CH:23]([CH2:28][CH3:29])[C:24]([OH:26])=[O:25])[C:11]2[CH:13]=[CH:14][C:15]([CH3:18])=[C:16]([F:17])[C:10]=2[S:9]1)=[O:6], predict the reactants needed to synthesize it. The reactants are: [Cl:1][C:2]1[CH:3]=[C:4]([CH:19]=[CH:20][CH:21]=1)[C:5]([N:7]=[C:8]1[NH:12][C:11]2[CH:13]=[CH:14][C:15]([CH3:18])=[C:16]([F:17])[C:10]=2[S:9]1)=[O:6].Br[CH:23]([CH2:28][CH3:29])[C:24]([O:26]C)=[O:25].ClC1C=CC2NC(=NC(=O)C3C=CC=C(C(F)(F)F)C=3)SC=2C=1F.BrCC(OCC)=O. (4) The reactants are: [OH:1][CH2:2][C:3]([CH3:27])([CH3:26])[CH2:4][NH:5][C:6]([C:8]1[C:16]2[C:11](=[N:12][CH:13]=[C:14](Br)[N:15]=2)[N:10]([CH2:18][O:19][CH2:20][CH2:21][Si:22]([CH3:25])([CH3:24])[CH3:23])[CH:9]=1)=[O:7].[CH:28]([B-](F)(F)F)=[CH2:29].[K+].C(=O)([O-])[O-].[Cs+].[Cs+].C1COCC1. Given the product [OH:1][CH2:2][C:3]([CH3:27])([CH3:26])[CH2:4][NH:5][C:6]([C:8]1[C:16]2[C:11](=[N:12][CH:13]=[C:14]([CH:28]=[CH2:29])[N:15]=2)[N:10]([CH2:18][O:19][CH2:20][CH2:21][Si:22]([CH3:25])([CH3:24])[CH3:23])[CH:9]=1)=[O:7], predict the reactants needed to synthesize it. (5) Given the product [C:1]([C:5]1[CH:10]=[CH:9][C:8]([S:11]([NH:14][C:15]2[C:20]([C:21]3[CH:26]=[CH:25][C:24]([CH3:27])=[CH:23][CH:22]=3)=[C:19]([O:40][CH2:39][C:38]#[C:37][CH2:36][O:29][C:30]3[CH:35]=[CH:34][CH:33]=[CH:32][CH:31]=3)[N:18]=[CH:17][N:16]=2)(=[O:13])=[O:12])=[CH:7][CH:6]=1)([CH3:4])([CH3:3])[CH3:2], predict the reactants needed to synthesize it. The reactants are: [C:1]([C:5]1[CH:10]=[CH:9][C:8]([S:11]([NH:14][C:15]2[C:20]([C:21]3[CH:26]=[CH:25][C:24]([CH3:27])=[CH:23][CH:22]=3)=[C:19](Cl)[N:18]=[CH:17][N:16]=2)(=[O:13])=[O:12])=[CH:7][CH:6]=1)([CH3:4])([CH3:3])[CH3:2].[O:29]([CH2:36][C:37]#[C:38][CH2:39][OH:40])[C:30]1[CH:35]=[CH:34][CH:33]=[CH:32][CH:31]=1.C1(OCC#C)C=CC=CC=1.C=O.[H-].[Na+]. (6) Given the product [CH3:24][N:14]([CH2:15][C:16]1[CH:17]=[CH:18][C:19]([Br:22])=[CH:20][CH:21]=1)[CH3:13], predict the reactants needed to synthesize it. The reactants are: C[SiH](C)C1C=CC=CC=1[SiH](C)C.[CH3:13][N:14]([CH3:24])[C:15](=O)[C:16]1[CH:21]=[CH:20][C:19]([Br:22])=[CH:18][CH:17]=1. (7) The reactants are: [C:1]([O:5][C:6]([N:8]1[CH2:12][CH2:11][C@H:10]([NH2:13])[CH2:9]1)=[O:7])([CH3:4])([CH3:3])[CH3:2].[CH3:14][C:15]([C:17]1[CH:22]=[CH:21][C:20]([Cl:23])=[CH:19][C:18]=1[Cl:24])=O.[BH4-].[Na+].[OH-].[Na+]. Given the product [CH3:15][CH:17]([CH2:18][CH2:19][CH3:20])[CH3:22].[C:1]([O:5][C:6]([N:8]1[CH2:12][CH2:11][C@H:10]([NH:13][CH:15]([C:17]2[CH:22]=[CH:21][C:20]([Cl:23])=[CH:19][C:18]=2[Cl:24])[CH3:14])[CH2:9]1)=[O:7])([CH3:4])([CH3:2])[CH3:3], predict the reactants needed to synthesize it.